This data is from Cav3 T-type calcium channel HTS with 100,875 compounds. The task is: Binary Classification. Given a drug SMILES string, predict its activity (active/inactive) in a high-throughput screening assay against a specified biological target. (1) The compound is Clc1c(cc(NC(=O)CSc2n(c(nn2)CN2CCOCC2)C)cc1)C(OCC)=O. The result is 0 (inactive). (2) The drug is O1C(CN(CC1C)CC(=O)Nc1c(n(n(c1=O)c1ccccc1)C)C)C. The result is 0 (inactive). (3) The result is 0 (inactive). The drug is O=C(N1CCNCC1)c1cc(c2nnn(C(CC(C)C)C(O)=O)c2)cc(c1)c1nnn(C(CCC(O)=O)C(O)=O)c1. (4) The drug is O=c1n(c(NNC(=O)c2c3c(ccc2)cccc3)cc(=O)n1C)C. The result is 0 (inactive). (5) The compound is n1(\N=C(/CC)c2ccccc2)nnnc1Nc1ccccc1. The result is 1 (active). (6) The compound is Clc1ccc(n2c(n[nH]c2=S)C2C(C2)c2ccc(cc2)C)cc1. The result is 0 (inactive).